This data is from Full USPTO retrosynthesis dataset with 1.9M reactions from patents (1976-2016). The task is: Predict the reactants needed to synthesize the given product. The reactants are: [CH2:1]([O:8][C:9]1[C:16]([O:17][CH3:18])=[CH:15][CH:14]=[CH:13][C:10]=1[CH:11]=O)[C:2]1[CH:7]=[CH:6][CH:5]=[CH:4][CH:3]=1.C(OP([CH2:27][C:28]([O:30][CH2:31][CH3:32])=[O:29])(OCC)=O)C.CN(C)C=O.[H-].[Na+]. Given the product [CH2:1]([O:8][C:9]1[C:16]([O:17][CH3:18])=[CH:15][CH:14]=[CH:13][C:10]=1/[CH:11]=[CH:27]/[C:28]([O:30][CH2:31][CH3:32])=[O:29])[C:2]1[CH:7]=[CH:6][CH:5]=[CH:4][CH:3]=1, predict the reactants needed to synthesize it.